From a dataset of Full USPTO retrosynthesis dataset with 1.9M reactions from patents (1976-2016). Predict the reactants needed to synthesize the given product. (1) Given the product [F:15][C:16]1[CH:17]=[C:18]([C:2]2[N:7]=[N:6][C:5]([NH2:8])=[N:4][C:3]=2[C:9]2[CH:14]=[CH:13][CH:12]=[CH:11][CH:10]=2)[CH:19]=[C:20]([C:22]([F:23])([F:24])[F:25])[CH:21]=1, predict the reactants needed to synthesize it. The reactants are: Br[C:2]1[N:7]=[N:6][C:5]([NH2:8])=[N:4][C:3]=1[C:9]1[CH:14]=[CH:13][CH:12]=[CH:11][CH:10]=1.[F:15][C:16]1[CH:17]=[C:18](B(O)O)[CH:19]=[C:20]([C:22]([F:25])([F:24])[F:23])[CH:21]=1. (2) Given the product [Cl:1][C:2]1[CH:10]=[CH:9][CH:8]=[C:7]2[C:3]=1[C:4]([C:24]([NH:25][CH2:26][CH:27]1[CH2:32][CH2:31][C:30]([F:34])([F:33])[CH2:29][CH2:28]1)=[O:35])=[CH:5][N:6]2[CH2:11][CH:12]1[CH2:16][CH2:15][CH2:14][NH:13]1, predict the reactants needed to synthesize it. The reactants are: [Cl:1][C:2]1[CH:10]=[CH:9][CH:8]=[C:7]2[C:3]=1[C:4]([C:24](=[O:35])[NH:25][CH2:26][CH:27]1[CH2:32][CH2:31][C:30]([F:34])([F:33])[CH2:29][CH2:28]1)=[CH:5][N:6]2[CH2:11][CH:12]1[CH2:16][CH2:15][CH2:14][N:13]1C(OC(C)(C)C)=O.FC(F)(F)C(O)=O. (3) Given the product [NH2:11][C:7]1[CH:6]=[C:5]2[C:10]([C:2]([CH3:15])([CH3:1])[C:3](=[O:14])[NH:4]2)=[CH:9][CH:8]=1, predict the reactants needed to synthesize it. The reactants are: [CH3:1][C:2]1([CH3:15])[C:10]2[C:5](=[CH:6][C:7]([N+:11]([O-])=O)=[CH:8][CH:9]=2)[NH:4][C:3]1=[O:14].[H][H]. (4) Given the product [Cl:1][C:2]1[CH:3]=[CH:4][C:5]([F:11])=[C:6]([CH:10]=1)[C:7]([NH:12][C:13]1[CH:18]=[CH:17][CH:16]=[C:15]([S:19](=[O:21])(=[O:20])[NH2:22])[CH:14]=1)=[O:9], predict the reactants needed to synthesize it. The reactants are: [Cl:1][C:2]1[CH:3]=[CH:4][C:5]([F:11])=[C:6]([CH:10]=1)[C:7]([OH:9])=O.[NH2:12][C:13]1[CH:14]=[C:15]([S:19]([NH2:22])(=[O:21])=[O:20])[CH:16]=[CH:17][CH:18]=1.CN(C(ON1N=NC2C=CC=NC1=2)=[N+](C)C)C.F[P-](F)(F)(F)(F)F.CN1CCOCC1. (5) Given the product [CH3:48][O:49][CH2:50][CH2:51][NH:52][S:6]([C:9]1[N:10]=[CH:11][C:12]([CH2:15][NH:16][C:17]([C:19]2[C:20]3[CH:27]=[N:26][N:25]([C:28]4[CH:29]=[CH:30][C:31]([F:34])=[CH:32][CH:33]=4)[C:21]=3[CH:22]=[N:23][CH:24]=2)=[O:18])=[CH:13][CH:14]=1)(=[O:7])=[O:8], predict the reactants needed to synthesize it. The reactants are: COC(=O)CC[S:6]([C:9]1[CH:14]=[CH:13][C:12]([CH2:15][NH:16][C:17]([C:19]2[C:20]3[CH:27]=[N:26][N:25]([C:28]4[CH:33]=[CH:32][C:31]([F:34])=[CH:30][CH:29]=4)[C:21]=3[CH:22]=[N:23][CH:24]=2)=[O:18])=[CH:11][N:10]=1)(=[O:8])=[O:7].[O-]CC.[Na+].ClN1C(=O)CCC1=O.[CH3:48][O:49][CH2:50][CH2:51][NH2:52].